Dataset: Reaction yield outcomes from USPTO patents with 853,638 reactions. Task: Predict the reaction yield, written as a fraction of the theoretical maximum amount of product (1.0 means a 100% yield; for example, 0.34 means a 34% yield). (1) The reactants are [C:1]1([C@@H:7]2[CH2:9][C@H:8]2[NH:10][CH2:11][CH:12]2[CH2:18][CH2:17][CH2:16][N:15](C(OC(C)(C)C)=O)[CH2:14][CH2:13]2)[CH:6]=[CH:5][CH:4]=[CH:3][CH:2]=1.Cl.O1CCOCC1. The catalyst is C(Cl)(Cl)Cl. The product is [NH:15]1[CH2:16][CH2:17][CH2:18][CH:12]([CH2:11][NH:10][C@@H:8]2[CH2:9][C@H:7]2[C:1]2[CH:2]=[CH:3][CH:4]=[CH:5][CH:6]=2)[CH2:13][CH2:14]1. The yield is 0.590. (2) The reactants are [F:1][C:2]1[CH:3]=[C:4]([S:8]([CH2:11][CH2:12]O)(=[O:10])=[O:9])[CH:5]=[CH:6][CH:7]=1.CCN(CC)CC.CS(Cl)(=O)=O.C([O-])([O-])=O.[K+].[K+].[SH:32][C:33]1[N:47]=[CH:46][CH:45]=[CH:44][C:34]=1[C:35]([NH:37][CH2:38][C:39]1[S:40][CH:41]=[CH:42][CH:43]=1)=[O:36]. The catalyst is C(Cl)Cl.CN(C=O)C.CC(=O)OCC.C(Cl)Cl.CC(=O)OCC. The product is [F:1][C:2]1[CH:3]=[C:4]([S:8]([CH2:11][CH2:12][S:32][C:33]2[N:47]=[CH:46][CH:45]=[CH:44][C:34]=2[C:35]([NH:37][CH2:38][C:39]2[S:40][CH:41]=[CH:42][CH:43]=2)=[O:36])(=[O:9])=[O:10])[CH:5]=[CH:6][CH:7]=1. The yield is 0.220. (3) The reactants are [N:1]1[C:5]2[CH:6]=[CH:7][CH:8]=[CH:9][C:4]=2[NH:3][C:2]=1[CH2:10][C:11]#[N:12].[C:13]1(=[O:35])[N:17]([CH2:18][CH2:19][CH2:20][CH:21]([C:27]([CH3:29])=O)[C:22](OCC)=[O:23])[C:16](=[O:30])[C:15]2=[CH:31][CH:32]=[CH:33][CH:34]=[C:14]12.C([O-])(=O)C.[NH4+]. The catalyst is O. The product is [CH3:29][C:27]1[C:10]([C:11]#[N:12])=[C:2]2[N:3]([C:22](=[O:23])[C:21]=1[CH2:20][CH2:19][CH2:18][N:17]1[C:16](=[O:30])[C:15]3=[CH:31][CH:32]=[CH:33][CH:34]=[C:14]3[C:13]1=[O:35])[C:4]1[CH:9]=[CH:8][CH:7]=[CH:6][C:5]=1[NH:1]2. The yield is 0.860. (4) The catalyst is CN1C(=O)CCC1.CC#N.O.C(Cl)Cl.O. The reactants are N1C=CC=CC=1.[C:7](Cl)(=[O:11])[CH:8]([CH3:10])[CH3:9].[NH2:13][C:14]1[C:22]2[C:17](=[N:18][CH:19]=[C:20]([Cl:38])[C:21]=2[N:23]2[CH2:28][CH2:27][CH2:26][C@@H:25]([N:29]([CH3:37])[C:30](=[O:36])[O:31][C:32]([CH3:35])([CH3:34])[CH3:33])[CH2:24]2)[NH:16][CH:15]=1.[Li+].[OH-]. The product is [Cl:38][C:20]1[C:21]([N:23]2[CH2:28][CH2:27][CH2:26][C@@H:25]([N:29]([CH3:37])[C:30](=[O:36])[O:31][C:32]([CH3:33])([CH3:34])[CH3:35])[CH2:24]2)=[C:22]2[C:14]([NH:13][C:7](=[O:11])[CH:8]([CH3:10])[CH3:9])=[CH:15][NH:16][C:17]2=[N:18][CH:19]=1. The yield is 0.510. (5) The yield is 0.990. The reactants are C(N)CN.[Na].[H][H].[CH3:8][C:9]1[CH2:14][CH2:13][CH:12]([C:15]([CH3:17])=[CH2:16])[CH2:11][CH:10]=1. The product is [C:12]1([CH:15]([CH3:17])[CH3:16])[CH:13]=[CH:14][C:9]([CH3:8])=[CH:10][CH:11]=1. The catalyst is O. (6) The reactants are [NH2:1][C:2]1[CH:7]=[CH:6][C:5]([C:8]2[O:9][C:10]3[C:15]([C:16](=[O:18])[CH:17]=2)=[CH:14][CH:13]=[C:12]([O:19][CH3:20])[C:11]=3[O:21][CH3:22])=[CH:4][C:3]=1[N+:23]([O-])=O. The catalyst is Cl[Ni]Cl.[Zn].CO.CN(C=O)C. The product is [NH2:23][C:3]1[CH:4]=[C:5]([C:8]2[O:9][C:10]3[C:15]([C:16](=[O:18])[CH:17]=2)=[CH:14][CH:13]=[C:12]([O:19][CH3:20])[C:11]=3[O:21][CH3:22])[CH:6]=[CH:7][C:2]=1[NH2:1]. The yield is 0.790. (7) The reactants are Cl[C:2]1[CH:18]=[CH:17][C:5]([C:6]([C:8]2[CH:16]=[CH:15][CH:14]=[CH:13][C:9]=2[C:10]([OH:12])=[O:11])=[O:7])=[CH:4][C:3]=1[N+:19]([O-:21])=[O:20].Cl.[OH-].[NH4+:24]. No catalyst specified. The product is [NH2:24][C:2]1[CH:18]=[CH:17][C:5]([C:6]([C:8]2[CH:16]=[CH:15][CH:14]=[CH:13][C:9]=2[C:10]([OH:12])=[O:11])=[O:7])=[CH:4][C:3]=1[N+:19]([O-:21])=[O:20]. The yield is 0.980.